Dataset: Reaction yield outcomes from USPTO patents with 853,638 reactions. Task: Predict the reaction yield, written as a fraction of the theoretical maximum amount of product (1.0 means a 100% yield; for example, 0.34 means a 34% yield). (1) The reactants are [NH2:1][C:2]1[CH:7]=[CH:6][CH:5]=[CH:4][C:3]=1[NH:8][C:9]([NH:11][C:12]1[CH:17]=[CH:16][C:15]([Cl:18])=[CH:14][CH:13]=1)=[O:10].N1C=CC=CC=1.[C:25]1([CH3:35])[C:26]([S:31](Cl)(=[O:33])=[O:32])=[CH:27][CH:28]=[CH:29][CH:30]=1. The catalyst is C(OCC)(=O)C. The product is [Cl:18][C:15]1[CH:16]=[CH:17][C:12]([NH:11][C:9](=[O:10])[NH:8][C:3]2[CH:4]=[CH:5][CH:6]=[CH:7][C:2]=2[NH:1][S:31]([C:26]2[CH:27]=[CH:28][CH:29]=[CH:30][C:25]=2[CH3:35])(=[O:33])=[O:32])=[CH:13][CH:14]=1. The yield is 0.680. (2) The reactants are [CH2:1](OC(=O)[C@H](CCC)NC(=O)[C@@H]1CCCN1C(=O)CNC(O[CH2:1][C:2]1[CH:7]=CC=C[CH:3]=1)=O)[C:2]1[CH:7]=CC=C[CH:3]=1.C([N:44]([C:56]([O:58][CH2:59][C:60]1[CH:65]=[CH:64][CH:63]=[CH:62][CH:61]=1)=[O:57])[CH2:45][C:46]([N:48]1[CH2:55][CH2:54][CH2:53][C@H:49]1[C:50]([OH:52])=[O:51])=[O:47])C1C=CC=CC=1.CN(C)C=[O:69].C(N(CC)CC)C. The catalyst is C(OCC)(=O)C. The product is [C:2]([N:44]([C:56]([O:58][CH2:59][C:60]1[CH:65]=[CH:64][CH:63]=[CH:62][CH:61]=1)=[O:57])[CH2:45][C:46]([N:48]1[C:55](=[O:69])[CH2:54][CH2:53][C@H:49]1[C:50]([OH:52])=[O:51])=[O:47])([CH3:7])([CH3:3])[CH3:1]. The yield is 0.670. (3) The reactants are [Br:1][C:2]1[CH:3]=[C:4]2[C:9](=[CH:10][CH:11]=1)[N:8]=[C:7]([C:12](N(OC)C)=[O:13])[CH:6]=[CH:5]2.[CH3:18][Mg]Br. The yield is 0.960. The product is [Br:1][C:2]1[CH:3]=[C:4]2[C:9](=[CH:10][CH:11]=1)[N:8]=[C:7]([C:12](=[O:13])[CH3:18])[CH:6]=[CH:5]2. The catalyst is C1COCC1. (4) The reactants are O.[NH2:2][NH2:3].[F:4][C:5]1[CH:10]=[CH:9][C:8]([CH2:11][C:12]([C:14]2[C:15]([C:21]([O:23]C)=O)=[C:16]([CH3:20])[NH:17][C:18]=2[CH3:19])=O)=[CH:7][C:6]=1[C:25]([N:27]1[CH2:32][CH2:31][CH:30]([O:33][CH3:34])[CH2:29][CH2:28]1)=[O:26]. The catalyst is C(O)(=O)C. The product is [F:4][C:5]1[CH:10]=[CH:9][C:8]([CH2:11][C:12]2[C:14]3[C:15](=[C:16]([CH3:20])[NH:17][C:18]=3[CH3:19])[C:21](=[O:23])[NH:2][N:3]=2)=[CH:7][C:6]=1[C:25]([N:27]1[CH2:32][CH2:31][CH:30]([O:33][CH3:34])[CH2:29][CH2:28]1)=[O:26]. The yield is 0.319. (5) The yield is 0.560. The reactants are [C:1]([O:7][CH2:8][N:9]1[C:13]2[N:14]=[N:15][CH:16]=[C:17]([C:18]3[CH:19]=[N:20][N:21]([C@@H:23]([CH:27]4[CH2:31][CH2:30][CH2:29][CH2:28]4)[CH2:24][CH2:25][OH:26])[CH:22]=3)[C:12]=2[CH:11]=[CH:10]1)(=[O:6])[C:2]([CH3:5])([CH3:4])[CH3:3].[CH3:32][S:33](Cl)(=[O:35])=[O:34]. The product is [C:1]([O:7][CH2:8][N:9]1[C:13]2[N:14]=[N:15][CH:16]=[C:17]([C:18]3[CH:19]=[N:20][N:21]([C@@H:23]([CH:27]4[CH2:31][CH2:30][CH2:29][CH2:28]4)[CH2:24][CH2:25][O:26][S:33]([CH3:32])(=[O:35])=[O:34])[CH:22]=3)[C:12]=2[CH:11]=[CH:10]1)(=[O:6])[C:2]([CH3:4])([CH3:5])[CH3:3]. The catalyst is ClCCl.CN(C1C=CN=CC=1)C. (6) The catalyst is C1(C)C=CC=CC=1. The yield is 0.200. The reactants are [OH:1][CH2:2][CH2:3][C:4]1[C:12]2[C:7](=[CH:8][CH:9]=[CH:10][CH:11]=2)[NH:6][CH:5]=1.[N+:13]([C:16]1[CH:17]=[C:18]([CH:21]=[CH:22][CH:23]=1)[CH:19]=O)([O-:15])=[O:14].[Bi](Cl)(Cl)Cl. The product is [N+:13]([C:16]1[CH:17]=[C:18]([CH:19]2[C:5]3[NH:6][C:7]4[C:12]([C:4]=3[CH2:3][CH2:2][O:1]2)=[CH:11][CH:10]=[CH:9][CH:8]=4)[CH:21]=[CH:22][CH:23]=1)([O-:15])=[O:14].